From a dataset of Catalyst prediction with 721,799 reactions and 888 catalyst types from USPTO. Predict which catalyst facilitates the given reaction. (1) Reactant: [C:1]([O:4][CH2:5][C:6]1[CH:14]=[C:13]2[C:9]([CH:10]=[C:11]([C:15]3[CH:20]=[CH:19][CH:18]=[CH:17][CH:16]=3)[NH:12]2)=[CH:8][CH:7]=1)(=[O:3])[CH3:2].[CH:21]([C:23]1[N:28]=[C:27]([C:29]([O:31][CH2:32][CH3:33])=[O:30])[CH:26]=[CH:25][CH:24]=1)=O.C([SiH](CC)CC)C.FC(F)(F)C(O)=O. Product: [C:1]([O:4][CH2:5][C:6]1[CH:14]=[C:13]2[C:9]([C:10]([CH2:21][C:23]3[N:28]=[C:27]([C:29]([O:31][CH2:32][CH3:33])=[O:30])[CH:26]=[CH:25][CH:24]=3)=[C:11]([C:15]3[CH:20]=[CH:19][CH:18]=[CH:17][CH:16]=3)[NH:12]2)=[CH:8][CH:7]=1)(=[O:3])[CH3:2]. The catalyst class is: 2. (2) Reactant: C1(C)C=CC(S(O[C:11]([CH2:16][F:17])([C:14]#[CH:15])[CH2:12][F:13])(=O)=O)=CC=1.[OH:19][C:20]1[CH:25]=[CH:24][C:23]([C:26]([F:29])([F:28])[F:27])=[CH:22][CH:21]=1.C(N(C(C)C)CC)(C)C. Product: [F:29][C:26]([F:27])([F:28])[C:23]1[CH:24]=[CH:25][C:20]([O:19][C:11]([CH2:16][F:17])([C:14]#[CH:15])[CH2:12][F:13])=[CH:21][CH:22]=1. The catalyst class is: 10. (3) Reactant: [F:1][C:2]1[CH:7]=[C:6]([O:8][C:9]2[CH:14]=[CH:13][N:12]=[C:11]([NH:15][C:16]([N:18]([CH3:26])[CH:19]3[CH2:24][CH2:23][N:22]([CH3:25])[CH2:21][CH2:20]3)=[O:17])[CH:10]=2)[CH:5]=[CH:4][C:3]=1[NH:27][C:28]([C:30]1([C:33]([OH:35])=O)[CH2:32][CH2:31]1)=[O:29].[NH2:36][CH:37]1[CH2:42][CH2:41][N:40]([CH3:43])[CH2:39][CH2:38]1.C(N(CC)CC)C.F[P-](F)(F)(F)(F)F.N1(O[P+](N(C)C)(N(C)C)N(C)C)C2C=CC=CC=2N=N1. Product: [F:1][C:2]1[CH:7]=[C:6]([O:8][C:9]2[CH:14]=[CH:13][N:12]=[C:11]([NH:15][C:16]([N:18]([CH3:26])[CH:19]3[CH2:20][CH2:21][N:22]([CH3:25])[CH2:23][CH2:24]3)=[O:17])[CH:10]=2)[CH:5]=[CH:4][C:3]=1[NH:27][C:28]([C:30]1([C:33]([NH:36][CH:37]2[CH2:42][CH2:41][N:40]([CH3:43])[CH2:39][CH2:38]2)=[O:35])[CH2:31][CH2:32]1)=[O:29]. The catalyst class is: 9. (4) Reactant: [N:1]1[C:10]2[C:5](=[CH:6][CH:7]=[CH:8][CH:9]=2)[C:4]([CH2:11][S:12][C:13]2[C:18]([C:19]([OH:21])=O)=[CH:17][CH:16]=[CH:15][N:14]=2)=[CH:3][CH:2]=1.[Cl:22][C:23]1[CH:29]=[CH:28][C:26]([NH2:27])=[CH:25][CH:24]=1.C(N(CC)C(C)C)(C)C.C(OCC)(=O)C. Product: [Cl:22][C:23]1[CH:29]=[CH:28][C:26]([NH:27][C:19]([C:18]2[C:13]([S:12][CH2:11][C:4]3[C:5]4[C:10](=[CH:9][CH:8]=[CH:7][CH:6]=4)[N:1]=[CH:2][CH:3]=3)=[N:14][CH:15]=[CH:16][CH:17]=2)=[O:21])=[CH:25][CH:24]=1. The catalyst class is: 9. (5) Product: [F:1][C:2]1[CH:3]=[CH:4][C:5]([NH:8][C:9](=[O:35])[NH:10][C:11]2[CH:16]=[CH:15][C:14]([C:17]3[CH:18]=[C:19]4[C:23](=[CH:24][CH:25]=3)[C:22](=[O:26])[N:21]([C@@H:27]([CH:32]([CH3:33])[CH3:34])[C:28]([OH:30])=[O:29])[CH2:20]4)=[CH:13][CH:12]=2)=[CH:6][CH:7]=1. The catalyst class is: 20. Reactant: [F:1][C:2]1[CH:7]=[CH:6][C:5]([NH:8][C:9](=[O:35])[NH:10][C:11]2[CH:16]=[CH:15][C:14]([C:17]3[CH:18]=[C:19]4[C:23](=[CH:24][CH:25]=3)[C:22](=[O:26])[N:21]([C@@H:27]([CH:32]([CH3:34])[CH3:33])[C:28]([O:30]C)=[O:29])[CH2:20]4)=[CH:13][CH:12]=2)=[CH:4][CH:3]=1.CO.[Li+].[OH-].Cl.